From a dataset of Full USPTO retrosynthesis dataset with 1.9M reactions from patents (1976-2016). Predict the reactants needed to synthesize the given product. (1) Given the product [CH3:13][C:9]1([CH3:14])[CH2:8][CH2:7][C:6]2[C:11](=[CH:12][C:3]([OH:2])=[CH:4][CH:5]=2)[O:10]1, predict the reactants needed to synthesize it. The reactants are: C[O:2][C:3]1[CH:12]=[C:11]2[C:6]([CH2:7][CH2:8][C:9]([CH3:14])([CH3:13])[O:10]2)=[CH:5][CH:4]=1.B(Br)(Br)Br.C([O-])(O)=O.[Na+]. (2) Given the product [Br:17][C:18]1[CH:19]=[CH:20][C:21]([N:26]2[CH2:31][CH2:30][CH2:29][CH:28]([CH3:32])[CH2:27]2)=[C:22](/[CH:23]=[CH:11]/[C:12]([O:14][CH2:15][CH3:16])=[O:13])[CH:25]=1, predict the reactants needed to synthesize it. The reactants are: [H-].[Na+].C(OP([CH2:11][C:12]([O:14][CH2:15][CH3:16])=[O:13])(OCC)=O)C.[Br:17][C:18]1[CH:19]=[CH:20][C:21]([N:26]2[CH2:31][CH2:30][CH2:29][CH:28]([CH3:32])[CH2:27]2)=[C:22]([CH:25]=1)[CH:23]=O.O. (3) Given the product [Br:1][C:2]1[CH:3]=[CH:4][CH:5]=[C:6]([CH:8]2[O:12][CH2:11][CH2:10][O:9]2)[N:7]=1, predict the reactants needed to synthesize it. The reactants are: [Br:1][C:2]1[N:7]=[C:6]([CH:8]=[O:9])[CH:5]=[CH:4][CH:3]=1.[CH2:10](O)[CH2:11][OH:12].